Task: Predict which catalyst facilitates the given reaction.. Dataset: Catalyst prediction with 721,799 reactions and 888 catalyst types from USPTO (1) Reactant: [CH:1]1([N:7]2[CH2:11][C@H:10]([OH:12])[C@@H:9]([NH:13][C:14](=[O:29])[CH2:15][NH:16][C:17](=[O:28])[C:18]3[CH:23]=[CH:22][CH:21]=[C:20]([C:24]([F:27])([F:26])[F:25])[CH:19]=3)[CH2:8]2)[CH2:6][CH2:5][CH2:4][CH2:3][CH2:2]1.[H-].[Na+].[CH2:32](Br)[C:33]#[C:34][CH3:35].[NH4+].[Cl-]. Product: [CH2:32]([O:12][C@H:10]1[CH2:11][N:7]([CH:1]2[CH2:6][CH2:5][CH2:4][CH2:3][CH2:2]2)[CH2:8][C@@H:9]1[NH:13][C:14](=[O:29])[CH2:15][NH:16][C:17](=[O:28])[C:18]1[CH:23]=[CH:22][CH:21]=[C:20]([C:24]([F:26])([F:27])[F:25])[CH:19]=1)[C:33]#[C:34][CH3:35]. The catalyst class is: 49. (2) Reactant: [NH2:1][C:2]1[CH:7]=[CH:6][C:5]([C:8]2[C:12]([C:13]([NH2:15])=[O:14])=[C:11]([NH:16][C:17]([NH:19][CH2:20][CH2:21][CH2:22][N:23]3[CH2:28][CH2:27][O:26][CH2:25][CH2:24]3)=[O:18])[S:10][N:9]=2)=[CH:4][CH:3]=1.C(N(CC)C(C)C)(C)C.[F:38][C:39]([F:50])([F:49])[C:40]1[CH:41]=[C:42]([CH:46]=[CH:47][CH:48]=1)[C:43](Cl)=[O:44]. Product: [N:23]1([CH2:22][CH2:21][CH2:20][NH:19][C:17]([NH:16][C:11]2[S:10][N:9]=[C:8]([C:5]3[CH:4]=[CH:3][C:2]([NH:1][C:43](=[O:44])[C:42]4[CH:46]=[CH:47][CH:48]=[C:40]([C:39]([F:38])([F:49])[F:50])[CH:41]=4)=[CH:7][CH:6]=3)[C:12]=2[C:13]([NH2:15])=[O:14])=[O:18])[CH2:24][CH2:25][O:26][CH2:27][CH2:28]1. The catalyst class is: 1. (3) Reactant: [CH3:1][C:2]1[N:6]([C@H:7]2[CH2:13][C@H:12]3[N:14]([CH2:15][CH2:16][C@H:17]([NH:24][C:25]([CH:27]4[CH2:32][CH2:31][C:30]([F:34])([F:33])[CH2:29][CH2:28]4)=[O:26])[C:18]4[CH:19]=[CH:20][CH:21]=[CH:22][CH:23]=4)[C@H:9]([CH2:10][CH2:11]3)[CH2:8]2)[C:5]([CH:35]([CH3:37])[CH3:36])=[N:4][N:3]=1.[P:38](=[O:42])([OH:41])([OH:40])[OH:39]. Product: [CH3:1][C:2]1[N:6]([C@H:7]2[CH2:13][C@H:12]3[N:14]([CH2:15][CH2:16][C@H:17]([NH:24][C:25]([CH:27]4[CH2:28][CH2:29][C:30]([F:34])([F:33])[CH2:31][CH2:32]4)=[O:26])[C:18]4[CH:23]=[CH:22][CH:21]=[CH:20][CH:19]=4)[C@H:9]([CH2:10][CH2:11]3)[CH2:8]2)[C:5]([CH:35]([CH3:37])[CH3:36])=[N:4][N:3]=1.[P:38]([O-:42])([O-:41])([O-:40])=[O:39]. The catalyst class is: 311.